This data is from Catalyst prediction with 721,799 reactions and 888 catalyst types from USPTO. The task is: Predict which catalyst facilitates the given reaction. (1) The catalyst class is: 33. Reactant: C[O:2][C:3]([C:5]1[C:14]2[C:9](=[CH:10][CH:11]=[CH:12][CH:13]=2)[N:8]=[C:7]([C:15]2[CH:20]=[CH:19][CH:18]=[CH:17][CH:16]=2)[C:6]=1[CH2:21][N:22]1[CH2:27][CH2:26][CH:25]([N:28]2[CH2:33][CH2:32][CH2:31][CH2:30][C:29]2=[O:34])[CH2:24][CH2:23]1)=[O:4]. Product: [O:34]=[C:29]1[CH2:30][CH2:31][CH2:32][CH2:33][N:28]1[CH:25]1[CH2:24][CH2:23][N:22]([CH2:21][C:6]2[C:7]([C:15]3[CH:16]=[CH:17][CH:18]=[CH:19][CH:20]=3)=[N:8][C:9]3[C:14]([C:5]=2[C:3]([OH:4])=[O:2])=[CH:13][CH:12]=[CH:11][CH:10]=3)[CH2:27][CH2:26]1. (2) Reactant: [CH3:1][O:2][C:3]1[CH:12]=[CH:11][CH:10]=[CH:9][C:4]=1[C:5]([NH:7][NH2:8])=O.[C:13]1([CH3:22])[CH:18]=[CH:17][C:16]([N:19]=[C:20]=[S:21])=[CH:15][CH:14]=1. Product: [CH3:1][O:2][C:3]1[CH:12]=[CH:11][CH:10]=[CH:9][C:4]=1[C:5]1[N:19]([C:16]2[CH:17]=[CH:18][C:13]([CH3:22])=[CH:14][CH:15]=2)[C:20]([SH:21])=[N:8][N:7]=1. The catalyst class is: 8. (3) Reactant: [CH3:1][C:2]1[C:3]([CH:8]2[CH2:13][CH2:12][CH2:11][CH:10]([C:14]3[C:19]([CH3:20])=[CH:18][CH:17]=[CH:16][N:15]=3)[NH:9]2)=[N:4][CH:5]=[CH:6][CH:7]=1.[CH3:21][O:22][C:23](=[O:32])[C:24]1[CH:29]=[CH:28][C:27]([CH2:30]Br)=[CH:26][CH:25]=1.CCN(C(C)C)C(C)C. Product: [CH3:21][O:22][C:23](=[O:32])[C:24]1[CH:29]=[CH:28][C:27]([CH2:30][N:9]2[CH:8]([C:3]3[C:2]([CH3:1])=[CH:7][CH:6]=[CH:5][N:4]=3)[CH2:13][CH2:12][CH2:11][CH:10]2[C:14]2[C:19]([CH3:20])=[CH:18][CH:17]=[CH:16][N:15]=2)=[CH:26][CH:25]=1. The catalyst class is: 3. (4) Reactant: [Cl:1][C:2]1[N:10]=[C:9]2[C:5]([N:6]=[C:7]([CH2:12][CH:13]=O)[N:8]2[CH3:11])=[C:4]([N:15]2[CH2:20][CH2:19][O:18][CH2:17][CH2:16]2)[N:3]=1.[O:21]1[CH2:26][CH2:25][CH:24]([N:27]2[CH2:32][CH2:31][NH:30][CH2:29][CH2:28]2)[CH2:23][CH2:22]1.C(O[BH-](OC(=O)C)OC(=O)C)(=O)C.[Na+]. Product: [Cl:1][C:2]1[N:10]=[C:9]2[C:5]([N:6]=[C:7]([CH2:12][CH2:13][N:30]3[CH2:29][CH2:28][N:27]([CH:24]4[CH2:25][CH2:26][O:21][CH2:22][CH2:23]4)[CH2:32][CH2:31]3)[N:8]2[CH3:11])=[C:4]([N:15]2[CH2:20][CH2:19][O:18][CH2:17][CH2:16]2)[N:3]=1. The catalyst class is: 26.